Dataset: Reaction yield outcomes from USPTO patents with 853,638 reactions. Task: Predict the reaction yield, written as a fraction of the theoretical maximum amount of product (1.0 means a 100% yield; for example, 0.34 means a 34% yield). (1) The reactants are [Br:1][C:2]1[CH:3]=[CH:4][C:5]([F:24])=[C:6]([C@:8]([NH:12][CH2:13][C:14]2[CH:19]=[CH:18][C:17]([O:20][CH3:21])=[CH:16][C:15]=2[O:22][CH3:23])([CH3:11])[CH2:9][OH:10])[CH:7]=1.N1C=CC=CC=1.[S:31](Cl)(Cl)=[O:32]. The catalyst is ClCCl. The product is [Br:1][C:2]1[CH:3]=[CH:4][C:5]([F:24])=[C:6]([C:8]2([CH3:11])[CH2:9][O:10][S@@:31](=[O:32])[N:12]2[CH2:13][C:14]2[CH:19]=[CH:18][C:17]([O:20][CH3:21])=[CH:16][C:15]=2[O:22][CH3:23])[CH:7]=1. The yield is 0.998. (2) The catalyst is C(Cl)(Cl)(Cl)Cl.C(OOC(=O)C1C=CC=CC=1)(=O)C1C=CC=CC=1. The yield is 0.620. The product is [Br:16][CH2:13][C:9]1[CH:8]=[C:7]([CH:12]=[CH:11][CH:10]=1)[O:6][Si:5]([C:1]([CH3:4])([CH3:3])[CH3:2])([CH3:15])[CH3:14]. The reactants are [C:1]([Si:5]([CH3:15])([CH3:14])[O:6][C:7]1[CH:8]=[C:9]([CH3:13])[CH:10]=[CH:11][CH:12]=1)([CH3:4])([CH3:3])[CH3:2].[Br:16]N1C(=O)CCC1=O. (3) The yield is 0.510. The product is [C:17]([C:16]1[CH:15]=[C:14]([C:8]#[C:7][C:6]([O:10][CH2:11][CH3:12])=[O:9])[CH:21]=[CH:20][CH:19]=1)#[N:18]. The reactants are C([Li])CCC.[C:6]([O:10][CH2:11][CH3:12])(=[O:9])[C:7]#[CH:8].I[C:14]1[CH:15]=[C:16]([CH:19]=[CH:20][CH:21]=1)[C:17]#[N:18]. The catalyst is O1CCCC1.[Cl-].[Zn+2].[Cl-].C1C=CC([P]([Pd]([P](C2C=CC=CC=2)(C2C=CC=CC=2)C2C=CC=CC=2)([P](C2C=CC=CC=2)(C2C=CC=CC=2)C2C=CC=CC=2)[P](C2C=CC=CC=2)(C2C=CC=CC=2)C2C=CC=CC=2)(C2C=CC=CC=2)C2C=CC=CC=2)=CC=1. (4) The reactants are [CH2:1]([C:3]1[CH:9]=[CH:8][C:6]([NH2:7])=[CH:5][CH:4]=1)[CH3:2].CC1(C)[O:18][C:17](=O)[C:14]2([CH2:16][CH2:15]2)[C:13](=[O:20])[O:12]1. The catalyst is C(O)C. The product is [CH2:1]([C:3]1[CH:9]=[CH:8][C:6]([N:7]2[CH2:16][CH2:15][CH:14]([C:13]([OH:20])=[O:12])[C:17]2=[O:18])=[CH:5][CH:4]=1)[CH3:2]. The yield is 0.670.